This data is from Catalyst prediction with 721,799 reactions and 888 catalyst types from USPTO. The task is: Predict which catalyst facilitates the given reaction. (1) Reactant: C(=O)([O-])[O-].[K+].[K+].[C:7]([O:11][C:12](=[O:15])[CH2:13]Br)([CH3:10])([CH3:9])[CH3:8].[CH2:16]([C:18]1[NH:22][N:21]=[C:20]([O:23][CH3:24])[C:19]=1[O:25][C:26]1[CH:33]=[CH:32][C:29]([C:30]#[N:31])=[CH:28][CH:27]=1)[CH3:17]. Product: [C:30]([C:29]1[CH:32]=[CH:33][C:26]([O:25][C:19]2[C:20]([O:23][CH3:24])=[N:21][N:22]([CH2:13][C:12]([O:11][C:7]([CH3:10])([CH3:9])[CH3:8])=[O:15])[C:18]=2[CH2:16][CH3:17])=[CH:27][CH:28]=1)#[N:31]. The catalyst class is: 9. (2) Reactant: [C:1]1([C:7]2[CH:15]=[C:14]3[C:10]([CH2:11][C:12](=[O:16])[NH:13]3)=[CH:9][CH:8]=2)[CH:6]=[CH:5][CH:4]=[CH:3][CH:2]=1.[CH2:17]([N:19]([CH2:34][CH3:35])[CH2:20][CH2:21][O:22][C:23]1[CH:24]=[C:25]2[C:29](=[CH:30][CH:31]=1)[NH:28][C:27]([CH:32]=O)=[CH:26]2)[CH3:18].N1CCCCC1. Product: [CH2:34]([N:19]([CH2:17][CH3:18])[CH2:20][CH2:21][O:22][C:23]1[CH:24]=[C:25]2[C:29](=[CH:30][CH:31]=1)[NH:28][C:27]([CH:32]=[C:11]1[C:10]3[C:14](=[CH:15][C:7]([C:1]4[CH:2]=[CH:3][CH:4]=[CH:5][CH:6]=4)=[CH:8][CH:9]=3)[NH:13][C:12]1=[O:16])=[CH:26]2)[CH3:35]. The catalyst class is: 8. (3) The catalyst class is: 2. Reactant: [NH2:1][C:2]1[C:3]([C:8]2[CH:26]=[CH:25][C:11]([C:12]([NH:14][C:15]3[CH:20]=[CH:19][C:18]([C:21]([CH3:24])([CH3:23])[CH3:22])=[CH:17][CH:16]=3)=[O:13])=[CH:10][CH:9]=2)=[N:4][CH:5]=[CH:6][CH:7]=1.C(N(CC)CC)C.[CH3:34][S:35](Cl)(=[O:37])=[O:36]. Product: [CH3:34][S:35]([N:1]([S:35]([CH3:34])(=[O:37])=[O:36])[C:2]1[C:3]([C:8]2[CH:9]=[CH:10][C:11]([C:12]([NH:14][C:15]3[CH:20]=[CH:19][C:18]([C:21]([CH3:22])([CH3:23])[CH3:24])=[CH:17][CH:16]=3)=[O:13])=[CH:25][CH:26]=2)=[N:4][CH:5]=[CH:6][CH:7]=1)(=[O:37])=[O:36].